From a dataset of Full USPTO retrosynthesis dataset with 1.9M reactions from patents (1976-2016). Predict the reactants needed to synthesize the given product. (1) Given the product [Br:24][CH2:25][CH2:26][CH2:27][CH2:28][O:21][C:14]1[C:15]([O:19][CH3:20])=[CH:16][CH:17]=[C:18]2[C:13]=1[NH:12][C:11](=[O:22])[CH:10]=[C:9]2[NH:8][C:7]1[C:6]([Cl:23])=[CH:5][N:4]=[CH:3][C:2]=1[Cl:1], predict the reactants needed to synthesize it. The reactants are: [Cl:1][C:2]1[CH:3]=[N:4][CH:5]=[C:6]([Cl:23])[C:7]=1[NH:8][C:9]1[C:18]2[C:13](=[C:14]([OH:21])[C:15]([O:19][CH3:20])=[CH:16][CH:17]=2)[NH:12][C:11](=[O:22])[CH:10]=1.[Br:24][CH2:25][CH2:26][CH2:27][CH2:28]Br. (2) Given the product [C:33]([O:32][C:30](=[O:31])[NH:29][CH:26]1[CH:27]2[CH:25]1[CH2:24][N:23]([CH2:22][CH2:21][N:7]1[C:6]3[CH:8]=[C:9]([C:12]#[N:13])[CH:10]=[CH:11][C:5]=3[O:4][CH2:3][C:2]1=[O:1])[CH2:28]2)([CH3:36])([CH3:35])[CH3:34], predict the reactants needed to synthesize it. The reactants are: [O:1]=[C:2]1[NH:7][C:6]2[CH:8]=[C:9]([C:12]#[N:13])[CH:10]=[CH:11][C:5]=2[O:4][CH2:3]1.[H-].[Na+].CS(O[CH2:21][CH2:22][N:23]1[CH2:28][CH:27]2[CH:25]([CH:26]2[NH:29][C:30]([O:32][C:33]([CH3:36])([CH3:35])[CH3:34])=[O:31])[CH2:24]1)(=O)=O.C(OC(=O)NC1CCN(CCN2C3C(=CC=C(OC)C=3)C=CC2=O)CC1)(C)(C)C.